Dataset: Full USPTO retrosynthesis dataset with 1.9M reactions from patents (1976-2016). Task: Predict the reactants needed to synthesize the given product. Given the product [CH2:1]([S:8]([NH:11][C:12]([CH:14]1[CH2:19][CH2:18][N:17]([C:20]2[C:28]([Cl:29])=[CH:27][C:23]([C:24]([O:26][CH:41]([CH3:43])[CH3:42])=[O:25])=[C:22]([CH2:30][N:31]3[CH2:35][CH2:34][CH2:33][C:32]3=[O:36])[N:21]=2)[CH2:16][CH2:15]1)=[O:13])(=[O:10])=[O:9])[C:2]1[CH:7]=[CH:6][CH:5]=[CH:4][CH:3]=1, predict the reactants needed to synthesize it. The reactants are: [CH2:1]([S:8]([NH:11][C:12]([CH:14]1[CH2:19][CH2:18][N:17]([C:20]2[C:28]([Cl:29])=[CH:27][C:23]([C:24]([OH:26])=[O:25])=[C:22]([CH2:30][N:31]3[CH2:35][CH2:34][CH2:33][C:32]3=[O:36])[N:21]=2)[CH2:16][CH2:15]1)=[O:13])(=[O:10])=[O:9])[C:2]1[CH:7]=[CH:6][CH:5]=[CH:4][CH:3]=1.ClC(O[CH:41]([CH3:43])[CH3:42])=O.[NH4+].[Cl-].